Dataset: Peptide-MHC class II binding affinity with 134,281 pairs from IEDB. Task: Regression. Given a peptide amino acid sequence and an MHC pseudo amino acid sequence, predict their binding affinity value. This is MHC class II binding data. The binding affinity (normalized) is 0. The MHC is HLA-DQA10101-DQB10501 with pseudo-sequence HLA-DQA10101-DQB10501. The peptide sequence is GPATPAAPAAGYTPA.